Dataset: Forward reaction prediction with 1.9M reactions from USPTO patents (1976-2016). Task: Predict the product of the given reaction. Given the reactants [I:1][C:2]1[CH:6]=[CH:5][NH:4][N:3]=1.[CH3:7][N:8]([CH3:24])[C:9]1[CH:14]=[C:13](B2OC(C)(C)C(C)(C)O2)[CH:12]=[CH:11][N:10]=1.C([O-])([O-])=O.[Na+].[Na+].N1C=CC=CC=1C1C=CC=CN=1, predict the reaction product. The product is: [I:1][C:2]1[CH:6]=[CH:5][N:4]([C:13]2[CH:12]=[CH:11][N:10]=[C:9]([N:8]([CH3:24])[CH3:7])[CH:14]=2)[N:3]=1.